From a dataset of Catalyst prediction with 721,799 reactions and 888 catalyst types from USPTO. Predict which catalyst facilitates the given reaction. Reactant: [Cl:1][C:2]1[CH:7]=[CH:6][C:5]([C@@H:8]([N:10]2[C:22]3[C@@H:21]([CH2:23][C:24]([O:26]CC)=[O:25])[CH2:20][CH2:19][CH2:18][C:17]=3[C:16]3[C:11]2=[C:12]([S:30]([CH3:33])(=[O:32])=[O:31])[CH:13]=[C:14]([F:29])[CH:15]=3)[CH3:9])=[CH:4][CH:3]=1.ClC1C=CC([C@@H](N2C3[C@H](CC(OCC)=O)CCCC=3C3C2=C(S(C)(=O)=O)C=C(F)C=3)C)=CC=1.[Li+].[OH-].CC(O)=O. Product: [Cl:1][C:2]1[CH:3]=[CH:4][C:5]([C@@H:8]([N:10]2[C:22]3[C@@H:21]([CH2:23][C:24]([OH:26])=[O:25])[CH2:20][CH2:19][CH2:18][C:17]=3[C:16]3[C:11]2=[C:12]([S:30]([CH3:33])(=[O:31])=[O:32])[CH:13]=[C:14]([F:29])[CH:15]=3)[CH3:9])=[CH:6][CH:7]=1. The catalyst class is: 36.